Dataset: Forward reaction prediction with 1.9M reactions from USPTO patents (1976-2016). Task: Predict the product of the given reaction. (1) Given the reactants [Cl:1][C:2]1[CH:3]=[CH:4][C:5]([CH3:11])=[C:6]([N:8]=[C:9]=[S:10])[CH:7]=1.Cl.[CH3:13][NH:14][O:15][CH2:16][C:17]([OH:19])=[O:18].C(N(CC)CC)C, predict the reaction product. The product is: [Cl:1][C:2]1[CH:3]=[CH:4][C:5]([CH3:11])=[C:6]([NH:8][C:9]([N:14]([CH3:13])[O:15][CH2:16][C:17]([OH:19])=[O:18])=[S:10])[CH:7]=1. (2) Given the reactants C[O:2][C:3](=[O:36])[CH:4]([N:12]([CH2:18][CH2:19][C@@H:20]1[CH2:25][C@H:24]([CH2:26][C:27]([O:29][C:30]([CH3:33])([CH3:32])[CH3:31])=[O:28])[O:23][C:22]([CH3:35])([CH3:34])[O:21]1)[C:13](=[O:17])[CH:14]([CH3:16])[CH3:15])[C:5]1[CH:10]=[CH:9][C:8]([F:11])=[CH:7][CH:6]=1.[Li+].[OH-], predict the reaction product. The product is: [C:30]([O:29][C:27]([CH2:26][C@@H:24]1[O:23][C:22]([CH3:34])([CH3:35])[O:21][C@H:20]([CH2:19][CH2:18][N:12]([CH:4]([C:5]2[CH:10]=[CH:9][C:8]([F:11])=[CH:7][CH:6]=2)[C:3]([OH:36])=[O:2])[C:13](=[O:17])[CH:14]([CH3:16])[CH3:15])[CH2:25]1)=[O:28])([CH3:32])([CH3:33])[CH3:31]. (3) Given the reactants [CH3:1][O:2][C:3]1[CH:4]=[C:5]([NH:9][C:10]2[CH:15]=[C:14]([N:16]([CH3:18])[CH3:17])[N:13]=[C:12]([N:19]3[CH2:24][CH2:23][NH:22][CH2:21][CH2:20]3)[N:11]=2)[CH:6]=[CH:7][CH:8]=1.[CH:25](=O)[C:26]1[CH:31]=[CH:30][CH:29]=[CH:28][CH:27]=1.C([BH3-])#N.[Na+].C([O-])(O)=O.[Na+], predict the reaction product. The product is: [CH2:25]([N:22]1[CH2:23][CH2:24][N:19]([C:12]2[N:11]=[C:10]([NH:9][C:5]3[CH:6]=[CH:7][CH:8]=[C:3]([O:2][CH3:1])[CH:4]=3)[CH:15]=[C:14]([N:16]([CH3:18])[CH3:17])[N:13]=2)[CH2:20][CH2:21]1)[C:26]1[CH:31]=[CH:30][CH:29]=[CH:28][CH:27]=1.